Task: Predict which catalyst facilitates the given reaction.. Dataset: Catalyst prediction with 721,799 reactions and 888 catalyst types from USPTO Reactant: [CH3:1][O:2][CH2:3][O:4][C:5]1[CH:6]=[C:7]([CH2:15][OH:16])[CH:8]=[C:9]([O:11][CH2:12][O:13][CH3:14])[CH:10]=1.[Br:17]N1C(=O)CCC1=O.O. Product: [Br:17][C:6]1[C:5]([O:4][CH2:3][O:2][CH3:1])=[CH:10][C:9]([O:11][CH2:12][O:13][CH3:14])=[CH:8][C:7]=1[CH2:15][OH:16]. The catalyst class is: 9.